From a dataset of Full USPTO retrosynthesis dataset with 1.9M reactions from patents (1976-2016). Predict the reactants needed to synthesize the given product. (1) Given the product [Br:8][C:5]1[CH:6]=[CH:7][C:2]([C:16](=[O:17])[C:15]([F:25])([F:24])[F:14])=[N:3][CH:4]=1, predict the reactants needed to synthesize it. The reactants are: Br[C:2]1[CH:7]=[CH:6][C:5]([Br:8])=[CH:4][N:3]=1.[Li]CCCC.[F:14][C:15]([F:25])([F:24])[C:16](OCC(F)(F)F)=[O:17]. (2) Given the product [C:9]([O:12][CH2:13][C:14]1[CH:15]=[CH:16][C:17]([CH2:20][CH2:21][C:3]([F:6])([F:5])[C:2]([F:8])([F:7])[F:1])=[CH:18][CH:19]=1)(=[O:11])[CH3:10], predict the reactants needed to synthesize it. The reactants are: [F:1][C:2]([F:8])([F:7])[C:3]([F:6])([F:5])I.[C:9]([O:12][CH2:13][C:14]1[CH:19]=[CH:18][C:17]([CH:20]=[CH2:21])=[CH:16][CH:15]=1)(=[O:11])[CH3:10].C([SnH](CCCC)CCCC)CCC. (3) Given the product [CH3:1][C:2]1([CH3:32])[CH2:11][CH:10]=[C:9]([C:12]2[CH:17]=[CH:16][C:15]([CH3:18])=[CH:14][CH:13]=2)[C:8]2[CH:7]=[C:6]([N:19]=[N:20][C:21]3[CH:22]=[CH:23][C:24]([C:25]([OH:27])=[O:26])=[CH:30][CH:31]=3)[CH:5]=[CH:4][C:3]1=2, predict the reactants needed to synthesize it. The reactants are: [CH3:1][C:2]1([CH3:32])[CH2:11][CH:10]=[C:9]([C:12]2[CH:17]=[CH:16][C:15]([CH3:18])=[CH:14][CH:13]=2)[C:8]2[CH:7]=[C:6]([N:19]=[N:20][C:21]3[CH:31]=[CH:30][C:24]([C:25]([O:27]CC)=[O:26])=[CH:23][CH:22]=3)[CH:5]=[CH:4][C:3]1=2.C(O)C.[OH-].[Na+].Cl. (4) Given the product [C:1]([O:5][C:6](=[O:13])[NH:7][CH2:8][CH2:9][CH2:10][C:11]#[C:12][C:16]1[CH:17]=[C:18]([C:19](=[O:20])[NH:21][C:22]2[CH:27]=[CH:26][C:25]([O:28][CH3:29])=[C:24]([O:30][CH3:31])[CH:23]=2)[CH:32]=[CH:33][C:15]=1[NH2:14])([CH3:4])([CH3:3])[CH3:2], predict the reactants needed to synthesize it. The reactants are: [C:1]([O:5][C:6](=[O:13])[NH:7][CH2:8][CH2:9][CH2:10][C:11]#[CH:12])([CH3:4])([CH3:3])[CH3:2].[NH2:14][C:15]1[CH:33]=[CH:32][C:18]([C:19]([NH:21][C:22]2[CH:27]=[CH:26][C:25]([O:28][CH3:29])=[C:24]([O:30][CH3:31])[CH:23]=2)=[O:20])=[CH:17][C:16]=1I. (5) Given the product [Cl:12][C:11]1[C:2]([C:17]2[CH:18]=[CH:19][C:14]([NH2:13])=[N:15][CH:16]=2)=[CH:3][C:4]2[O:8][C:7]([CH3:9])=[N:6][C:5]=2[CH:10]=1, predict the reactants needed to synthesize it. The reactants are: Br[C:2]1[C:11]([Cl:12])=[CH:10][C:5]2[N:6]=[C:7]([CH3:9])[O:8][C:4]=2[CH:3]=1.[NH2:13][C:14]1[CH:19]=[CH:18][C:17](B2OC(C)(C)C(C)(C)O2)=[CH:16][N:15]=1.[O-]P([O-])([O-])=O.[K+].[K+].[K+].CC(=O)OCC. (6) Given the product [N+:23]([C:20]1[CH:21]=[CH:22][C:17]([O:1][CH2:2][CH2:3][C:4]2[CH:9]=[CH:8][CH:7]=[CH:6][N:5]=2)=[CH:18][CH:19]=1)([O-:25])=[O:24], predict the reactants needed to synthesize it. The reactants are: [OH:1][CH2:2][CH2:3][C:4]1[CH:9]=[CH:8][CH:7]=[CH:6][N:5]=1.[K].CC(C)([O-])C.F[C:17]1[CH:22]=[CH:21][C:20]([N+:23]([O-:25])=[O:24])=[CH:19][CH:18]=1. (7) Given the product [CH:1]1[C:10]2[C:5](=[CH:6][CH:7]=[CH:8][CH:9]=2)[CH:4]=[CH:3][C:2]=1[CH2:11][N:12]1[CH:13]2[CH2:19][CH2:18][CH:17]1[CH2:16][CH:15]([NH2:20])[CH2:14]2, predict the reactants needed to synthesize it. The reactants are: [CH:1]1[C:10]2[C:5](=[CH:6][CH:7]=[CH:8][CH:9]=2)[CH:4]=[CH:3][C:2]=1[CH2:11][N:12]1[CH:17]2[CH2:18][CH2:19][CH:13]1[CH2:14][CH:15]([NH:20]C(=O)C)[CH2:16]2.Cl.[OH-].[Na+]. (8) Given the product [Cl:17][C:18]1[CH:19]=[N:20][CH:21]=[CH:22][C:23]=1[CH:24]([OH:25])[CH2:11][C:10]1[CH:13]=[CH:14][C:7]([C:6]([F:16])([F:15])[F:5])=[CH:8][CH:9]=1, predict the reactants needed to synthesize it. The reactants are: BrCCBr.[F:5][C:6]([F:16])([F:15])[C:7]1[CH:14]=[CH:13][C:10]([CH2:11]Br)=[CH:9][CH:8]=1.[Cl:17][C:18]1[CH:19]=[N:20][CH:21]=[CH:22][C:23]=1[CH:24]=[O:25].